This data is from Peptide-MHC class I binding affinity with 185,985 pairs from IEDB/IMGT. The task is: Regression. Given a peptide amino acid sequence and an MHC pseudo amino acid sequence, predict their binding affinity value. This is MHC class I binding data. (1) The peptide sequence is SSLRYGNVL. The MHC is HLA-B18:01 with pseudo-sequence HLA-B18:01. The binding affinity (normalized) is 0.0847. (2) The peptide sequence is RPEMQEFEY. The MHC is HLA-B54:01 with pseudo-sequence HLA-B54:01. The binding affinity (normalized) is 0. (3) The peptide sequence is QWNLVIGFLF. The MHC is HLA-A01:01 with pseudo-sequence HLA-A01:01. The binding affinity (normalized) is 0.0454. (4) The peptide sequence is WTALMFAAY. The MHC is HLA-A02:12 with pseudo-sequence HLA-A02:12. The binding affinity (normalized) is 0.0847. (5) The peptide sequence is STHEANTMAMM. The MHC is HLA-A29:02 with pseudo-sequence HLA-A29:02. The binding affinity (normalized) is 0. (6) The peptide sequence is DEYQGNHMF. The MHC is HLA-B18:01 with pseudo-sequence HLA-B18:01. The binding affinity (normalized) is 1.00. (7) The peptide sequence is NMAPEKVDF. The MHC is HLA-A30:01 with pseudo-sequence HLA-A30:01. The binding affinity (normalized) is 0.0847.